This data is from Full USPTO retrosynthesis dataset with 1.9M reactions from patents (1976-2016). The task is: Predict the reactants needed to synthesize the given product. (1) Given the product [Br:1][C:2]1[CH:7]=[C:6]([F:8])[CH:5]=[CH:4][C:3]=1[O:9][CH:21]1[CH2:25][CH2:24][O:23][CH2:22]1, predict the reactants needed to synthesize it. The reactants are: [Br:1][C:2]1[CH:7]=[C:6]([F:8])[CH:5]=[CH:4][C:3]=1[OH:9].C([O-])([O-])=O.[Cs+].[Cs+].CS(O[CH:21]1[CH2:25][CH2:24][O:23][CH2:22]1)(=O)=O. (2) Given the product [CH:1]1([CH2:4][O:5][C:6]2[CH:14]=[CH:13][C:9]3[O:10][CH2:11][O:12][C:8]=3[C:7]=2[C:15]2[C:16]3[NH:23][CH:22]=[C:21]([C:24]([NH:26][C@@H:27]([CH2:28][CH2:29][C:30](=[O:31])[NH:65][CH:63]([CH3:64])[CH3:62])[C:33]([N:35]4[CH2:36][CH2:37][CH:38]([N:41]5[N:50]=[C:49]([C:51]6[CH:56]=[CH:55][C:54]([O:57][CH3:58])=[C:53]([O:59][CH3:60])[CH:52]=6)[C@@H:48]6[C@@H:43]([CH2:44][CH2:45][CH2:46][CH2:47]6)[C:42]5=[O:61])[CH2:39][CH2:40]4)=[O:34])=[O:25])[C:17]=3[N:18]=[CH:19][N:20]=2)[CH2:2][CH2:3]1, predict the reactants needed to synthesize it. The reactants are: [CH:1]1([CH2:4][O:5][C:6]2[CH:14]=[CH:13][C:9]3[O:10][CH2:11][O:12][C:8]=3[C:7]=2[C:15]2[C:16]3[NH:23][CH:22]=[C:21]([C:24]([NH:26][C@H:27]([C:33]([N:35]4[CH2:40][CH2:39][CH:38]([N:41]5[N:50]=[C:49]([C:51]6[CH:56]=[CH:55][C:54]([O:57][CH3:58])=[C:53]([O:59][CH3:60])[CH:52]=6)[C@@H:48]6[C@@H:43]([CH2:44][CH2:45][CH2:46][CH2:47]6)[C:42]5=[O:61])[CH2:37][CH2:36]4)=[O:34])[CH2:28][CH2:29][C:30](O)=[O:31])=[O:25])[C:17]=3[N:18]=[CH:19][N:20]=2)[CH2:3][CH2:2]1.[CH3:62][CH:63]([NH2:65])[CH3:64].CCOC(C(C#N)=NOC(N1CCOCC1)=[N+](C)C)=O.F[P-](F)(F)(F)(F)F.CCN(C(C)C)C(C)C. (3) Given the product [CH3:1][O:2][C:3]1[CH:8]=[CH:7][C:6]([S:9]([N:12]([C@@H:20]([CH2:28][CH3:29])[C:21]([OH:23])=[O:22])[CH2:13][C:14]2[CH:15]=[N:16][CH:17]=[CH:18][CH:19]=2)(=[O:11])=[O:10])=[CH:5][CH:4]=1, predict the reactants needed to synthesize it. The reactants are: [CH3:1][O:2][C:3]1[CH:8]=[CH:7][C:6]([S:9]([N:12]([C@@H:20]([CH2:28][CH3:29])[C:21]([O:23]C(C)(C)C)=[O:22])[CH2:13][C:14]2[CH:15]=[N:16][CH:17]=[CH:18][CH:19]=2)(=[O:11])=[O:10])=[CH:5][CH:4]=1.FC(F)(F)C(O)=O.